The task is: Predict the reaction yield, written as a fraction of the theoretical maximum amount of product (1.0 means a 100% yield; for example, 0.34 means a 34% yield).. This data is from Reaction yield outcomes from USPTO patents with 853,638 reactions. The reactants are [F:1][C:2]1[CH:11]=[CH:10][C:9]([F:12])=[C:8]2[C:3]=1[C:4]([NH:13][CH2:14][CH2:15][C:16]1[CH:21]=[CH:20][C:19]([O:22]C)=[C:18]([CH3:24])[CH:17]=1)=[N:5][CH:6]=[N:7]2.B(Br)(Br)Br. The catalyst is C(Cl)Cl. The product is [F:1][C:2]1[CH:11]=[CH:10][C:9]([F:12])=[C:8]2[C:3]=1[C:4]([NH:13][CH2:14][CH2:15][C:16]1[CH:21]=[CH:20][C:19]([OH:22])=[C:18]([CH3:24])[CH:17]=1)=[N:5][CH:6]=[N:7]2. The yield is 1.00.